This data is from Catalyst prediction with 721,799 reactions and 888 catalyst types from USPTO. The task is: Predict which catalyst facilitates the given reaction. (1) Reactant: CC(OI1(O[C:20]([CH3:22])=[O:21])(OC(C)=O)OC(=O)C2C=CC=CC1=2)=O.[CH:23]1([CH2:26][S:27]([CH2:30][C@H:31]([NH-:43])[C:32](=[O:42])[NH:33][CH:34]2[CH:39](O)[CH2:38][CH2:37][CH2:36][CH:35]2[OH:41])(=[O:29])=[O:28])[CH2:25][CH2:24]1.[O-]S([O-])(=S)=O.[Na+].[Na+]. Product: [CH:23]1([CH2:26][S:27]([CH2:30][C@H:31]([NH:43][C:32]([N:33]2[CH2:22][CH2:20][O:21][CH2:35][CH2:34]2)=[O:42])[C:32](=[O:42])[NH:33][C:34]2[C:35](=[O:41])[CH2:36][CH2:37][CH2:38][CH:39]=2)(=[O:28])=[O:29])[CH2:24][CH2:25]1. The catalyst class is: 2. (2) Reactant: [CH3:1][S:2][C:3]1[CH:8]=[CH:7][C:6]([CH2:9][C:10]([O-:12])=[O:11])=[CH:5][CH:4]=1.ClC1[N:19]=[C:18]([CH3:20])[C:17]([CH:21]=[O:22])=[CH:16][CH:15]=1.[C:23]([O-])([O-])=O.[K+].[K+]. Product: [CH3:23][O:11][C:10](=[O:12])[CH2:9][C:6]1[CH:5]=[CH:4][C:3]([S:2][C:1]2[CH:15]=[CH:16][C:17]([CH:21]=[O:22])=[C:18]([CH3:20])[N:19]=2)=[CH:8][CH:7]=1. The catalyst class is: 3. (3) Reactant: FC(F)(F)C(O)=O.[NH2:8][C:9]1[C:14]([CH:15]=[O:16])=[C:13]([N:17]2[CH2:22][CH2:21][NH:20][CH2:19][CH2:18]2)[N:12]=[CH:11][N:10]=1.[N+](C1C=CC([O:32][C:33](=O)[NH:34][C:35]2[CH:40]=[CH:39][C:38]([O:41][CH:42]([CH3:44])[CH3:43])=[CH:37][CH:36]=2)=CC=1)([O-])=O.CCN(C(C)C)C(C)C. Product: [CH:42]([O:41][C:38]1[CH:39]=[CH:40][C:35]([NH:34][C:33]([N:20]2[CH2:19][CH2:18][N:17]([C:13]3[C:14]([CH:15]=[O:16])=[C:9]([NH2:8])[N:10]=[CH:11][N:12]=3)[CH2:22][CH2:21]2)=[O:32])=[CH:36][CH:37]=1)([CH3:44])[CH3:43]. The catalyst class is: 23. (4) Reactant: [C:1]([Si:5]([CH3:8])([CH3:7])Cl)([CH3:4])([CH3:3])[CH3:2].[C:9]([O:13][C:14]([NH:16][C@@H:17]1[CH2:22][CH2:21][N:20]([C:23]([O:25][CH2:26][C:27]2[CH:32]=[CH:31][CH:30]=[CH:29][CH:28]=2)=[O:24])[CH2:19][C@H:18]1[OH:33])=[O:15])([CH3:12])([CH3:11])[CH3:10].N1C=CN=C1. The catalyst class is: 3. Product: [C:9]([O:13][C:14]([NH:16][C@@H:17]1[CH2:22][CH2:21][N:20]([C:23]([O:25][CH2:26][C:27]2[CH:32]=[CH:31][CH:30]=[CH:29][CH:28]=2)=[O:24])[CH2:19][C@H:18]1[O:33][Si:5]([C:1]([CH3:4])([CH3:3])[CH3:2])([CH3:8])[CH3:7])=[O:15])([CH3:12])([CH3:10])[CH3:11]. (5) Reactant: [C:1]([O:9][CH2:10][CH2:11][CH2:12][CH2:13][N:14]1[CH:18]=[C:17]([C:19]([O:21]C(C)(C)C)=[O:20])[N:16]=[N:15]1)(=[O:8])[C:2]1[CH:7]=[CH:6][CH:5]=[CH:4][CH:3]=1. Product: [C:1]([O:9][CH2:10][CH2:11][CH2:12][CH2:13][N:14]1[CH:18]=[C:17]([C:19]([OH:21])=[O:20])[N:16]=[N:15]1)(=[O:8])[C:2]1[CH:3]=[CH:4][CH:5]=[CH:6][CH:7]=1. The catalyst class is: 137. (6) Product: [CH2:1]([N:8]1[C@H:13]([CH2:14][CH2:15][O:16][Si:17]([C:20]([CH3:21])([CH3:23])[CH3:22])([CH3:18])[CH3:19])[CH2:12][O:11][C:10]([CH3:26])([CH3:24])[C:9]1=[O:25])[C:2]1[CH:7]=[CH:6][CH:5]=[CH:4][CH:3]=1. The catalyst class is: 7. Reactant: [CH2:1]([N:8]1[C@H:13]([CH2:14][CH2:15][O:16][Si:17]([C:20]([CH3:23])([CH3:22])[CH3:21])([CH3:19])[CH3:18])[CH2:12][O:11][CH:10]([CH3:24])[C:9]1=[O:25])[C:2]1[CH:7]=[CH:6][CH:5]=[CH:4][CH:3]=1.[CH:26]([N-]C(C)C)(C)C.[Li+].IC. (7) Reactant: Cl.[CH2:2]([O:9][C:10](=[O:16])[C@H:11]1[CH2:15][CH2:14][CH2:13][NH:12]1)[C:3]1[CH:8]=[CH:7][CH:6]=[CH:5][CH:4]=1.[CH3:17][O:18][C@H:19]([CH2:23][CH2:24][C@H:25]([O:29][CH3:30])[C:26]([OH:28])=O)[C:20]([OH:22])=O.[CH3:31][CH2:32][O:33][C:34]([CH3:36])=[O:35].C[CH2:38][CH2:39][CH2:40][CH2:41][CH3:42]. Product: [CH2:2]([O:9][C:10]([C@H:11]1[CH2:15][CH2:14][CH2:13][N:12]1[C:20](=[O:22])[C@H:19]([O:18][CH3:17])[CH2:23][CH2:24][C@H:25]([O:29][CH3:30])[C:26]([N:12]1[CH2:11][CH2:15][CH2:14][C@@H:36]1[C:34]([O:33][CH2:32][C:31]1[CH:38]=[CH:39][CH:40]=[CH:41][CH:42]=1)=[O:35])=[O:28])=[O:16])[C:3]1[CH:4]=[CH:5][CH:6]=[CH:7][CH:8]=1. The catalyst class is: 191. (8) Reactant: [OH:1]O.[OH-].[Na+].[O:5]1[C:9]2[CH:10]=[CH:11][C:12]([CH:14]3[CH2:19][CH2:18][N:17]([C:20]([O:22][C:23]([CH3:26])([CH3:25])[CH3:24])=[O:21])[CH2:16][CH:15]3[O:27][CH2:28][C:29]3[CH:34]=[CH:33][CH:32]=[CH:31][C:30]=3[C:35]#[N:36])=[CH:13][C:8]=2[O:7][CH2:6]1. Product: [O:5]1[C:9]2[CH:10]=[CH:11][C:12]([CH:14]3[CH2:19][CH2:18][N:17]([C:20]([O:22][C:23]([CH3:24])([CH3:26])[CH3:25])=[O:21])[CH2:16][CH:15]3[O:27][CH2:28][C:29]3[CH:34]=[CH:33][CH:32]=[CH:31][C:30]=3[C:35](=[O:1])[NH2:36])=[CH:13][C:8]=2[O:7][CH2:6]1. The catalyst class is: 5. (9) Reactant: [C-:1]#[N:2].[K+].CS(O[CH2:9][CH2:10][CH2:11][CH:12]([C:25]1[CH:30]=[CH:29][C:28]([Cl:31])=[CH:27][CH:26]=1)[C:13]1[C:21]2[C:16](=[C:17]([CH2:22][S:23][CH3:24])[CH:18]=[CH:19][CH:20]=2)[NH:15][CH:14]=1)(=O)=O. Product: [Cl:31][C:28]1[CH:29]=[CH:30][C:25]([CH:12]([C:13]2[C:21]3[C:16](=[C:17]([CH2:22][S:23][CH3:24])[CH:18]=[CH:19][CH:20]=3)[NH:15][CH:14]=2)[CH2:11][CH2:10][CH2:9][C:1]#[N:2])=[CH:26][CH:27]=1. The catalyst class is: 3.